This data is from Forward reaction prediction with 1.9M reactions from USPTO patents (1976-2016). The task is: Predict the product of the given reaction. (1) Given the reactants [C:1]([C:5]1[CH:6]=[C:7](B(O)O)[CH:8]=[C:9]([C:11]([CH3:14])([CH3:13])[CH3:12])[CH:10]=1)([CH3:4])([CH3:3])[CH3:2].C([O-])([O-])=O.[K+].[K+].Br[CH2:25][CH:26]=[CH2:27], predict the reaction product. The product is: [CH2:27]([C:7]1[CH:6]=[C:5]([C:1]([CH3:4])([CH3:3])[CH3:2])[CH:10]=[C:9]([C:11]([CH3:14])([CH3:13])[CH3:12])[CH:8]=1)[CH:26]=[CH2:25]. (2) Given the reactants [F:1][C:2]([F:14])([F:13])[C:3]1[CH:8]=[CH:7][CH:6]=[C:5]([C:9]([F:12])([F:11])[F:10])[CH:4]=1.[Br:15]N1C(C)(C)C(=O)N(Br)C1=O, predict the reaction product. The product is: [F:1][C:2]([F:13])([F:14])[C:3]1[CH:8]=[C:7]([Br:15])[CH:6]=[C:5]([C:9]([F:10])([F:11])[F:12])[CH:4]=1. (3) Given the reactants [NH2:1][C:2]1[CH:3]=[CH:4][C:5]([F:25])=[C:6]([CH:24]=1)[C:7]([NH:9][CH2:10][CH:11]([OH:23])[CH2:12][N:13]1[CH2:22][CH2:21][C:20]2[C:15](=[CH:16][CH:17]=[CH:18][CH:19]=2)[CH2:14]1)=[O:8].[O:26]1[CH2:31][CH2:30][C:29](=O)[CH2:28][CH2:27]1.CC(O)=O.[BH3-]C#N.[Na+], predict the reaction product. The product is: [CH2:14]1[C:15]2[C:20](=[CH:19][CH:18]=[CH:17][CH:16]=2)[CH2:21][CH2:22][N:13]1[CH2:12][CH:11]([OH:23])[CH2:10][NH:9][C:7](=[O:8])[C:6]1[CH:24]=[C:2]([NH:1][CH:29]2[CH2:30][CH2:31][O:26][CH2:27][CH2:28]2)[CH:3]=[CH:4][C:5]=1[F:25]. (4) Given the reactants [C:1]([O:5][C:6]([N:8]1[CH2:13][CH:12]=[C:11]([C:14]2[CH:19]=[CH:18][CH:17]=[CH:16][C:15]=2[F:20])[CH2:10][CH2:9]1)=[O:7])([CH3:4])([CH3:3])[CH3:2].[OH-:21].[Na+].OO.O, predict the reaction product. The product is: [C:1]([O:5][C:6]([N:8]1[CH2:9][CH2:10][CH:11]([C:14]2[CH:19]=[CH:18][CH:17]=[CH:16][C:15]=2[F:20])[CH:12]([OH:21])[CH2:13]1)=[O:7])([CH3:4])([CH3:2])[CH3:3]. (5) Given the reactants [CH:1]1([C:4]([C:6]2[CH:44]=[CH:43][C:9]3[N:10]([CH2:14][CH2:15][O:16][C:17]4[CH:22]=[CH:21][C:20]([CH2:23][C@H:24]([O:37][CH2:38][C:39]([F:42])([F:41])[F:40])[C:25](N[C@@H](C5C=CC=CC=5)CO)=[O:26])=[CH:19][CH:18]=4)[C:11](=[O:13])[S:12][C:8]=3[CH:7]=2)=[O:5])[CH2:3][CH2:2]1.O.S(=O)(=O)(O)[OH:47], predict the reaction product. The product is: [CH:1]1([C:4]([C:6]2[CH:44]=[CH:43][C:9]3[N:10]([CH2:14][CH2:15][O:16][C:17]4[CH:18]=[CH:19][C:20]([CH2:23][C@H:24]([O:37][CH2:38][C:39]([F:40])([F:42])[F:41])[C:25]([OH:47])=[O:26])=[CH:21][CH:22]=4)[C:11](=[O:13])[S:12][C:8]=3[CH:7]=2)=[O:5])[CH2:2][CH2:3]1. (6) The product is: [CH3:16][C:11]1[CH:12]=[C:13]([CH3:15])[CH:14]=[C:9]([CH3:27])[C:10]=1[S:17]([O-:20])(=[O:19])=[O:18].[NH2:21][N+:37]1[CH:38]=[CH:39][C:40]([CH3:42])=[CH:41][C:36]=1[O:35][CH2:28][C:29]1[CH:30]=[CH:31][CH:32]=[CH:33][CH:34]=1. Given the reactants FC(F)(F)C(O)=O.O.[C:9]1([CH3:27])[CH:14]=[C:13]([CH3:15])[CH:12]=[C:11]([CH3:16])[C:10]=1[S:17]([O:20]/[N:21]=C(/OCC)\C)(=[O:19])=[O:18].[CH2:28]([O:35][C:36]1[CH:41]=[C:40]([CH3:42])[CH:39]=[CH:38][N:37]=1)[C:29]1[CH:34]=[CH:33][CH:32]=[CH:31][CH:30]=1, predict the reaction product.